This data is from Full USPTO retrosynthesis dataset with 1.9M reactions from patents (1976-2016). The task is: Predict the reactants needed to synthesize the given product. (1) The reactants are: [Cl:1][C:2]1[CH:3]=[CH:4][C:5]([CH3:11])=[C:6]([N:8]=[C:9]=[S:10])[CH:7]=1.[NH2:12][C:13]1[S:14][C:15]([CH3:19])=[C:16]([CH3:18])[N:17]=1. Given the product [Cl:1][C:2]1[CH:3]=[CH:4][C:5]([CH3:11])=[C:6]([NH:8][C:9]([NH:12][C:13]2[S:14][C:15]([CH3:19])=[C:16]([CH3:18])[N:17]=2)=[S:10])[CH:7]=1, predict the reactants needed to synthesize it. (2) Given the product [Cl:49][CH2:10][C:11]1[C:19]2[C:18](=[O:20])[N:17]([C:21]3[CH:26]=[CH:25][CH:24]=[CH:23][CH:22]=3)[C:16](=[O:27])[N:15]([CH2:28][C:29]3[C:34]([F:35])=[CH:33][CH:32]=[CH:31][C:30]=3[F:36])[C:14]=2[S:13][C:12]=1[C:37]1[CH:42]=[CH:41][C:40]([NH:43][C:44]([NH:46][O:47][CH3:48])=[O:45])=[CH:39][CH:38]=1, predict the reactants needed to synthesize it. The reactants are: C(N([CH2:10][C:11]1[C:19]2[C:18](=[O:20])[N:17]([C:21]3[CH:26]=[CH:25][CH:24]=[CH:23][CH:22]=3)[C:16](=[O:27])[N:15]([CH2:28][C:29]3[C:34]([F:35])=[CH:33][CH:32]=[CH:31][C:30]=3[F:36])[C:14]=2[S:13][C:12]=1[C:37]1[CH:42]=[CH:41][C:40]([NH:43][C:44]([NH:46][O:47][CH3:48])=[O:45])=[CH:39][CH:38]=1)C)C1C=CC=CC=1.[Cl:49]C([O-])=O. (3) Given the product [CH3:13][O:14][CH2:15][CH2:16][O:17][CH2:18][O:1][C:2]1[CH:9]=[CH:8][C:5]([CH:6]=[O:7])=[CH:4][CH:3]=1, predict the reactants needed to synthesize it. The reactants are: [OH:1][C:2]1[CH:9]=[CH:8][C:5]([CH:6]=[O:7])=[CH:4][CH:3]=1.[H-].[Na+].Cl[CH2:13][O:14][CH2:15][CH2:16][O:17][CH3:18]. (4) Given the product [Br:21][C:18]1[CH:19]=[CH:20][C:15]([C:13](=[O:14])[CH2:12][CH2:30][C:29]([C:26]2[CH:27]=[CH:28][C:23]([Br:22])=[CH:24][CH:25]=2)=[O:31])=[CH:16][CH:17]=1, predict the reactants needed to synthesize it. The reactants are: C(NCC)C.CC(O)(C)C.Br[CH2:12][C:13]([C:15]1[CH:20]=[CH:19][C:18]([Br:21])=[CH:17][CH:16]=1)=[O:14].[Br:22][C:23]1[CH:28]=[CH:27][C:26]([C:29](=[O:31])[CH3:30])=[CH:25][CH:24]=1.